From a dataset of Full USPTO retrosynthesis dataset with 1.9M reactions from patents (1976-2016). Predict the reactants needed to synthesize the given product. Given the product [Cl:5][C:6]1[CH:7]=[CH:8][C:9]2[C:10]([C:14]=1[N+:1]([O-:4])=[O:2])=[N:11][Se:12][N:13]=2, predict the reactants needed to synthesize it. The reactants are: [N+:1]([O-:4])(O)=[O:2].[Cl:5][C:6]1[CH:7]=[CH:8][C:9]2[C:10]([CH:14]=1)=[N:11][Se:12][N:13]=2.